Dataset: Full USPTO retrosynthesis dataset with 1.9M reactions from patents (1976-2016). Task: Predict the reactants needed to synthesize the given product. (1) The reactants are: [Cl:1][C:2]1[N:7]=[C:6](Cl)[CH:5]=[CH:4][N:3]=1.[N+:9]([C:12]1[CH:13]=[C:14](B(O)O)[CH:15]=[CH:16][CH:17]=1)([O-:11])=[O:10].C(=O)([O-])[O-].[Na+].[Na+].C(OCC)(=O)C. Given the product [Cl:1][C:2]1[N:7]=[C:6]([C:16]2[CH:15]=[CH:14][CH:13]=[C:12]([N+:9]([O-:11])=[O:10])[CH:17]=2)[CH:5]=[CH:4][N:3]=1, predict the reactants needed to synthesize it. (2) Given the product [O:23]=[C:15]1[NH:8][N:7]([C:9]2[CH:10]=[N:11][CH:12]=[CH:13][CH:14]=2)[CH:17]([C:18]([O:20][CH2:21][CH3:22])=[O:19])[CH2:16]1, predict the reactants needed to synthesize it. The reactants are: [O-]CC.[Na+].Cl.Cl.[NH:7]([C:9]1[CH:10]=[N:11][CH:12]=[CH:13][CH:14]=1)[NH2:8].[C:15](OCC)(=[O:23])/[CH:16]=[CH:17]\[C:18]([O:20][CH2:21][CH3:22])=[O:19].N(C1C=NC=CC=1)N. (3) Given the product [CH:15]1([N:14]([CH2:12][CH3:13])[C:9](=[O:11])[CH2:8][S:7][C:1]2[CH:2]=[CH:3][CH:4]=[CH:5][CH:6]=2)[CH2:20][CH2:19][CH2:18][CH2:17][CH2:16]1, predict the reactants needed to synthesize it. The reactants are: [C:1]1([S:7][CH2:8][C:9]([OH:11])=O)[CH:6]=[CH:5][CH:4]=[CH:3][CH:2]=1.[CH2:12]([NH:14][CH:15]1[CH2:20][CH2:19][CH2:18][CH2:17][CH2:16]1)[CH3:13].ON1C2C=CC=CC=2N=N1.Cl.CN(C)CCCN=C=NCC.Cl.